Task: Predict the reaction yield, written as a fraction of the theoretical maximum amount of product (1.0 means a 100% yield; for example, 0.34 means a 34% yield).. Dataset: Reaction yield outcomes from USPTO patents with 853,638 reactions (1) The reactants are C[N:2]1[C:6]([C:7]2S[CH:9]=[CH:10][CH:11]=2)=[CH:5][C:4]([CH2:12][P:13](=[O:20])([O:17][CH2:18][CH3:19])[O:14][CH2:15][CH3:16])=[N:3]1.BrCC1C=C(C2SC=CC=2)[N:25](C)[N:24]=1. No catalyst specified. The product is [C:6]1([N:2]2[N:25]=[N:24][C:4]([CH2:12][P:13](=[O:20])([O:17][CH2:18][CH3:19])[O:14][CH2:15][CH3:16])=[N:3]2)[CH:7]=[CH:11][CH:10]=[CH:9][CH:5]=1. The yield is 0.930. (2) The reactants are [CH:1]([C:4]1[CH:9]=[C:8]([CH2:10][CH2:11][CH2:12][CH2:13][CH2:14][CH2:15][CH2:16][CH2:17][CH3:18])[CH:7]=[CH:6][C:5]=1[OH:19])([CH3:3])[CH3:2].[CH3:20][O-:21].[Mg+2].C[O-].C=O. The catalyst is C1(C)C=CC=CC=1. The product is [CH:1]([C:4]1[CH:9]=[C:8]([CH2:10][CH2:11][CH2:12][CH2:13][CH2:14][CH2:15][CH2:16][CH2:17][CH3:18])[CH:7]=[C:6]([CH:20]=[O:21])[C:5]=1[OH:19])([CH3:3])[CH3:2]. The yield is 0.200. (3) The reactants are C(N(CC)CC)(C)C.[Si:9]([O:16][C:17]1[CH:26]=[C:25]2[C:20]([C:21]([CH3:29])=[CH:22][C:23]([CH3:28])([CH3:27])[NH:24]2)=[CH:19][CH:18]=1)([C:12]([CH3:15])([CH3:14])[CH3:13])([CH3:11])[CH3:10].I[CH:31]([CH3:40])[CH2:32][C:33]([O:35][C:36]([CH3:39])([CH3:38])[CH3:37])=[O:34]. The catalyst is C(OCC)C. The product is [C:36]([O:35][C:33]([CH2:32][CH2:31][CH2:40][N:24]1[C:25]2[C:20](=[CH:19][CH:18]=[C:17]([O:16][Si:9]([C:12]([CH3:15])([CH3:14])[CH3:13])([CH3:11])[CH3:10])[CH:26]=2)[C:21]([CH3:29])=[CH:22][C:23]1([CH3:28])[CH3:27])=[O:34])([CH3:39])([CH3:38])[CH3:37]. The yield is 0.270. (4) The reactants are [S:1]1[CH:5]=[CH:4][C:3]2[S:6][CH:7]=[CH:8][C:2]1=2.C([Li])CCC.Cl[Si:15]([CH3:18])([CH3:17])[CH3:16]. The catalyst is O1CCCC1. The yield is 0.960. The product is [CH3:16][Si:15]([CH3:18])([CH3:17])[C:5]1[S:1][C:2]2[CH:8]=[CH:7][S:6][C:3]=2[CH:4]=1. (5) The reactants are [CH2:1]([O:8][C:9]([NH:11][C@H:12]1[CH2:16][CH2:15][N:14]([C@H:17]2[CH2:22][CH2:21][C@@H:20]([NH:23]O)[CH2:19][C@H:18]2[NH:25][C:26](=[O:34])[O:27][CH2:28][CH2:29][Si:30]([CH3:33])([CH3:32])[CH3:31])[C:13]1=[O:35])=[O:10])[C:2]1[CH:7]=[CH:6][CH:5]=[CH:4][CH:3]=1.C[Mg+].[Br-]. The product is [CH2:1]([O:8][C:9]([NH:11][C@H:12]1[CH2:16][CH2:15][N:14]([C@H:17]2[CH2:22][CH2:21][C@@H:20]([NH:23][C:2]([CH3:7])([CH3:3])[CH3:1])[CH2:19][C@H:18]2[NH:25][C:26](=[O:34])[O:27][CH2:28][CH2:29][Si:30]([CH3:33])([CH3:32])[CH3:31])[C:13]1=[O:35])=[O:10])[C:2]1[CH:7]=[CH:6][CH:5]=[CH:4][CH:3]=1. The yield is 0.420. The catalyst is CC(C)=O. (6) The reactants are [F:1][C:2]1[CH:7]=[C:6]([F:8])[CH:5]=[CH:4][C:3]=1[CH:9]=[C:10]([CH3:20])[CH2:11][NH:12][CH2:13][C:14]1[N:15]([CH3:19])[CH:16]=[CH:17][N:18]=1.[F:21][CH:22]([F:35])[O:23][C:24]1[CH:32]=[CH:31][C:27]([C:28](Cl)=[O:29])=[CH:26][C:25]=1[O:33][CH3:34].C(N(CC)CC)C. The catalyst is C(Cl)Cl. The product is [F:21][CH:22]([F:35])[O:23][C:24]1[CH:32]=[CH:31][C:27]([C:28]([N:12]([CH2:11][C:10]([CH3:20])=[CH:9][C:3]2[CH:4]=[CH:5][C:6]([F:8])=[CH:7][C:2]=2[F:1])[CH2:13][C:14]2[N:15]([CH3:19])[CH:16]=[CH:17][N:18]=2)=[O:29])=[CH:26][C:25]=1[O:33][CH3:34]. The yield is 0.180. (7) The reactants are [C:1]([C:4]1[CH:5]=[C:6]([I:32])[C:7]([C:15]2[CH:24]=[CH:23][CH:22]=[C:21]3[C:16]=2[CH2:17][CH2:18][N:19]([C:25]([O:27]C(C)(C)C)=O)[CH2:20]3)=[C:8]2[C:12]=1[NH:11][C:10]([CH3:13])=[C:9]2[CH3:14])(=[O:3])[NH2:2].F[C:34](F)(F)[C:35](O)=O.CCN(C(C)C)C(C)C.C(Cl)(=O)C=C. No catalyst specified. The product is [C:25]([N:19]1[CH2:18][CH2:17][C:16]2[C:21](=[CH:22][CH:23]=[CH:24][C:15]=2[C:7]2[C:6]([I:32])=[CH:5][C:4]([C:1]([NH2:2])=[O:3])=[C:12]3[C:8]=2[C:9]([CH3:14])=[C:10]([CH3:13])[NH:11]3)[CH2:20]1)(=[O:27])[CH:34]=[CH2:35]. The yield is 0.660. (8) The reactants are [Cl:1][C:2]1[CH:7]=[CH:6][C:5]([C:8]2[C:12]([CH2:13][O:14][C:15]3[CH:23]=[CH:22][C:18]([C:19]([OH:21])=O)=[CH:17][N:16]=3)=[C:11]([CH3:24])[O:10][N:9]=2)=[CH:4][CH:3]=1.[CH3:25][N:26]1[CH:30]=[C:29]([NH2:31])[CH:28]=[N:27]1. No catalyst specified. The product is [Cl:1][C:2]1[CH:3]=[CH:4][C:5]([C:8]2[C:12]([CH2:13][O:14][C:15]3[CH:23]=[CH:22][C:18]([C:19]([NH:31][C:29]4[CH:28]=[N:27][N:26]([CH3:25])[CH:30]=4)=[O:21])=[CH:17][N:16]=3)=[C:11]([CH3:24])[O:10][N:9]=2)=[CH:6][CH:7]=1. The yield is 0.730. (9) The yield is 0.340. The reactants are S(Cl)([Cl:3])=O.CN(C)C=O.[CH2:10]([O:17][C:18]1[CH:27]=[C:26]2[C:21]([C:22](=O)[CH:23]=[CH:24][NH:25]2)=[CH:20][C:19]=1[C:29]([O:31]C1C=CC=CC=1)=O)[C:11]1[CH:16]=[CH:15][CH:14]=[CH:13][CH:12]=1.[CH2:38]([NH2:40])[CH3:39]. The product is [CH2:38]([NH:40][C:29]([C:19]1[CH:20]=[C:21]2[C:26](=[CH:27][C:18]=1[O:17][CH2:10][C:11]1[CH:12]=[CH:13][CH:14]=[CH:15][CH:16]=1)[N:25]=[CH:24][CH:23]=[C:22]2[Cl:3])=[O:31])[CH3:39]. The catalyst is O.C(OCC)(=O)C. (10) The reactants are [CH2:1]([OH:6])[CH2:2][CH2:3][CH2:4][CH3:5].[Na].[Cl:8][C:9]1[C:10]([NH:15][NH2:16])=[N:11][CH:12]=[CH:13][CH:14]=1.[C:17](OC)(=[O:24])/[CH:18]=[CH:19]\[C:20](OC)=[O:21].C(O)(=O)C. The catalyst is O. The product is [Cl:8][C:9]1[C:10]([N:15]2[CH:19]([C:20]([O:6][CH2:1][CH2:2][CH2:3][CH2:4][CH3:5])=[O:21])[CH2:18][C:17](=[O:24])[NH:16]2)=[N:11][CH:12]=[CH:13][CH:14]=1. The yield is 0.420.